Dataset: Reaction yield outcomes from USPTO patents with 853,638 reactions. Task: Predict the reaction yield, written as a fraction of the theoretical maximum amount of product (1.0 means a 100% yield; for example, 0.34 means a 34% yield). The product is [CH3:13][C:11]1[CH:10]=[CH:4][C:3]2[C:2](=[N:9][CH:8]=[CH:7][CH:6]=2)[N:1]=1. The reactants are [NH2:1][C:2]1[N:9]=[CH:8][CH:7]=[CH:6][C:3]=1[CH:4]=O.[CH3:10][C:11]([CH3:13])=O.N1CCC[C@H]1C(O)=O. The catalyst is C(O)C. The yield is 0.990.